From a dataset of Forward reaction prediction with 1.9M reactions from USPTO patents (1976-2016). Predict the product of the given reaction. (1) Given the reactants O.[Cl-:2].[Na+].Cl.[OH:5][C:6]([C:36]1[CH:41]=[CH:40][CH:39]=[CH:38][CH:37]=1)([C:30]1[CH:35]=[CH:34][CH:33]=[CH:32][CH:31]=1)[CH:7]1[CH2:12][CH2:11][N:10]([CH2:13][CH2:14][CH2:15][CH:16]([C:18]2[CH:23]=[CH:22][C:21]([C:24]([CH3:29])([CH3:28])[C:25]([OH:27])=[O:26])=[CH:20][CH:19]=2)[OH:17])[CH2:9][CH2:8]1, predict the reaction product. The product is: [OH2:5].[ClH:2].[OH:5][C:6]([C:36]1[CH:37]=[CH:38][CH:39]=[CH:40][CH:41]=1)([C:30]1[CH:31]=[CH:32][CH:33]=[CH:34][CH:35]=1)[CH:7]1[CH2:12][CH2:11][N:10]([CH2:13][CH2:14][CH2:15][CH:16]([C:18]2[CH:23]=[CH:22][C:21]([C:24]([CH3:29])([CH3:28])[C:25]([OH:27])=[O:26])=[CH:20][CH:19]=2)[OH:17])[CH2:9][CH2:8]1. (2) Given the reactants Cl[C:2]1[C:7]2[CH:8]=[CH:9][N:10]([CH2:11][CH3:12])[C:6]=2[C:5]([C:13]([O:15][CH2:16][CH3:17])=[O:14])=[CH:4][N:3]=1.[Cl:18][C:19]1[CH:20]=[C:21]([CH:23]=[CH:24][CH:25]=1)[NH2:22].CS(O)(=O)=O, predict the reaction product. The product is: [Cl:18][C:19]1[CH:20]=[C:21]([NH:22][C:2]2[C:7]3[CH:8]=[CH:9][N:10]([CH2:11][CH3:12])[C:6]=3[C:5]([C:13]([O:15][CH2:16][CH3:17])=[O:14])=[CH:4][N:3]=2)[CH:23]=[CH:24][CH:25]=1. (3) The product is: [F:1][C:2]1[CH:3]=[CH:4][C:5]2[N:6]([C:8]([C:11]3[N:16]=[C:15]([N:17]4[CH2:21][CH2:20][CH2:19][C@H:18]4[C:22]([OH:24])=[O:23])[CH:14]=[CH:13][N:12]=3)=[CH:9][N:10]=2)[CH:7]=1. Given the reactants [F:1][C:2]1[CH:3]=[CH:4][C:5]2[N:6]([C:8]([C:11]3[N:16]=[C:15]([N:17]4[CH2:21][CH2:20][CH2:19][C@H:18]4[C:22]([O:24]C)=[O:23])[CH:14]=[CH:13][N:12]=3)=[CH:9][N:10]=2)[CH:7]=1.[OH-].[Na+], predict the reaction product. (4) Given the reactants CCCC[N+:5]([CH2:14][CH2:15]CC)([CH2:10][CH2:11][CH2:12][CH3:13])[CH2:6]CCC.[F-].C([Si](C)(C)[O:24][C:25]1[CH:26]=[CH:27][C:28]2[C:29]3[CH:42]([C:43]4[CH:57]=[CH:56][C:46]([O:47]CCN5CCCCC5)=[CH:45][CH:44]=4)[O:41][C:40]4[CH:39]=[C:38]([O:58][Si](C(C)(C)C)(C)C)[CH:37]=[CH:36][C:35]=4[C:30]=3[CH2:31][O:32][C:33]=2[CH:34]=1)(C)(C)C.[CH3:68][C:69]([CH3:74])([CH3:73])[C:70](Cl)=[O:71], predict the reaction product. The product is: [OH:24][C:25]1[CH:26]=[CH:27][C:28]2[C:29]3[CH:42]([C:43]4[CH:44]=[CH:45][C:46]([O:47][CH2:15][CH2:14][N:5]5[CH2:6][CH2:13][CH2:12][CH2:11][CH2:10]5)=[CH:56][CH:57]=4)[O:41][C:40]4[CH:39]=[C:38]([O:58][C:70](=[O:71])[C:69]([CH3:74])([CH3:73])[CH3:68])[CH:37]=[CH:36][C:35]=4[C:30]=3[CH2:31][O:32][C:33]=2[CH:34]=1. (5) Given the reactants [CH3:1][O:2][C:3]1[CH:4]=[C:5]2[C:10](=[CH:11][C:12]=1[O:13][CH3:14])[N:9]=[CH:8][CH:7]=[C:6]2[O:15][C:16]1[CH:22]=[CH:21][C:19]([NH2:20])=[C:18]([CH3:23])[C:17]=1[CH3:24].ClC(Cl)(O[C:29](=[O:35])[O:30][C:31](Cl)(Cl)Cl)Cl.[Cl:37][C:38]1[CH:43]=[CH:42][C:41](CO)=[CH:40][CH:39]=1.C(=O)(O)[O-].[Na+], predict the reaction product. The product is: [CH3:1][O:2][C:3]1[CH:4]=[C:5]2[C:10](=[CH:11][C:12]=1[O:13][CH3:14])[N:9]=[CH:8][CH:7]=[C:6]2[O:15][C:16]1[CH:22]=[CH:21][C:19]([NH:20][C:29](=[O:35])[O:30][CH2:31][C:41]2[CH:42]=[CH:43][C:38]([Cl:37])=[CH:39][CH:40]=2)=[C:18]([CH3:23])[C:17]=1[CH3:24]. (6) Given the reactants CN(C([O:8]N1N=NC2C=CC=NC1=2)=[N+](C)C)C.F[P-](F)(F)(F)(F)F.Cl.[O:26]1[CH:30]=[CH:29][C:28]([C:31]2[CH:32]=[C:33]([C:42]([F:45])([F:44])[F:43])[C:34]3[N:35]([CH:37]=[C:38]([CH2:40][NH2:41])[N:39]=3)[CH:36]=2)=[CH:27]1.[C:46]1([CH2:52]C(O)=O)[CH:51]=[CH:50][CH:49]=[CH:48][CH:47]=1, predict the reaction product. The product is: [O:26]1[CH:30]=[CH:29][C:28]([C:31]2[CH:32]=[C:33]([C:42]([F:43])([F:45])[F:44])[C:34]3[N:35]([CH:37]=[C:38]([CH2:40][NH:41][C:52](=[O:8])[C:46]4[CH:47]=[CH:48][CH:49]=[CH:50][CH:51]=4)[N:39]=3)[CH:36]=2)=[CH:27]1. (7) Given the reactants [Br:1][C:2]1[CH:3]=[C:4]2[C:8](=[CH:9][CH:10]=1)[NH:7][C:6](=[O:11])[CH2:5]2.[CH2:12]([N:14]([CH2:35][CH3:36])[CH2:15][CH2:16][CH2:17][NH:18][C:19]([C:21]1[C:25]([C:26]2[CH:31]=[CH:30][CH:29]=[CH:28][CH:27]=2)=[C:24]([CH:32]=O)[NH:23][C:22]=1[CH3:34])=[O:20])[CH3:13], predict the reaction product. The product is: [CH2:35]([N:14]([CH2:12][CH3:13])[CH2:15][CH2:16][CH2:17][NH:18][C:19]([C:21]1[C:25]([C:26]2[CH:31]=[CH:30][CH:29]=[CH:28][CH:27]=2)=[C:24]([CH:32]=[C:5]2[C:4]3[C:8](=[CH:9][CH:10]=[C:2]([Br:1])[CH:3]=3)[NH:7][C:6]2=[O:11])[NH:23][C:22]=1[CH3:34])=[O:20])[CH3:36]. (8) Given the reactants C(O)C.[Na].[CH3:5][O:6][C:7]1[CH:8]=[C:9]([CH2:15][C:16]#[N:17])[CH:10]=[CH:11][C:12]=1[O:13][CH3:14].[C:18](=O)([O:22]CC)[O:19][CH2:20][CH3:21], predict the reaction product. The product is: [CH2:20]([O:19][C:18](=[O:22])[CH:15]([C:16]#[N:17])[C:9]1[CH:10]=[CH:11][C:12]([O:13][CH3:14])=[C:7]([O:6][CH3:5])[CH:8]=1)[CH3:21].